From a dataset of Catalyst prediction with 721,799 reactions and 888 catalyst types from USPTO. Predict which catalyst facilitates the given reaction. (1) Reactant: C(N=C=NC(C)C)(C)C.[C:10]([O:14][C:15]([N:17]1[CH2:22][CH2:21][N:20]([C:23]2[S:24][CH:25]=[C:26]([C:28]([OH:30])=O)[N:27]=2)[CH:19]([CH2:31][O:32][C:33]2[CH:34]=[N:35][CH:36]=[CH:37][CH:38]=2)[CH2:18]1)=[O:16])([CH3:13])([CH3:12])[CH3:11].[NH:39]1[CH2:44][CH2:43][O:42][CH2:41][CH2:40]1.C(N(C(C)C)CC)(C)C.ON1C2C=CC=CC=2N=N1.CN(C(ON1N=NC2C=CC=CC1=2)=[N+](C)C)C.[B-](F)(F)(F)F. Product: [N:39]1([C:28]([C:26]2[N:27]=[C:23]([N:20]3[CH2:21][CH2:22][N:17]([C:15]([O:14][C:10]([CH3:11])([CH3:12])[CH3:13])=[O:16])[CH2:18][CH:19]3[CH2:31][O:32][C:33]3[CH:34]=[N:35][CH:36]=[CH:37][CH:38]=3)[S:24][CH:25]=2)=[O:30])[CH2:44][CH2:43][O:42][CH2:41][CH2:40]1. The catalyst class is: 2. (2) Reactant: [Br:1][C:2]1[CH:3]=[C:4]([CH:8]=[CH:9][C:10]=1[O:11][C:12]1[CH:17]=[CH:16][C:15]([F:18])=[CH:14][C:13]=1[F:19])[CH2:5]SC.O[O:21][S:22]([O-:24])=O.[K+].[CH3:26]O. Product: [Br:1][C:2]1[CH:3]=[C:4]([CH2:5][S:22]([CH3:26])(=[O:24])=[O:21])[CH:8]=[CH:9][C:10]=1[O:11][C:12]1[CH:17]=[CH:16][C:15]([F:18])=[CH:14][C:13]=1[F:19]. The catalyst class is: 6. (3) Reactant: C([O:3][C:4](=O)[CH2:5][CH2:6][C:7]1[CH:11]=[C:10]([C:12]2[CH:17]=[CH:16][C:15]([CH3:18])=[CH:14][CH:13]=2)[N:9]([C:19]2[CH:24]=[CH:23][C:22]([S:25](=[O:28])(=[O:27])[NH2:26])=[CH:21][CH:20]=2)[N:8]=1)C.[H-].[H-].[H-].[H-].[Li+].[Al+3].O. Product: [OH:3][CH2:4][CH2:5][CH2:6][C:7]1[CH:11]=[C:10]([C:12]2[CH:13]=[CH:14][C:15]([CH3:18])=[CH:16][CH:17]=2)[N:9]([C:19]2[CH:24]=[CH:23][C:22]([S:25]([NH2:26])(=[O:28])=[O:27])=[CH:21][CH:20]=2)[N:8]=1. The catalyst class is: 1. (4) Product: [Cl:31][C:29]1[CH:28]=[CH:27][C:23]([C:24](=[O:26])[NH:45][C:42]2[CH:43]=[CH:44][C:39]([C:36]3[CH:37]=[CH:38][C:33]([Cl:32])=[CH:34][C:35]=3[CH3:46])=[CH:40][CH:41]=2)=[C:22]([C:19]2[CH:18]=[CH:17][C:16]([C:14]([NH:13][CH2:12][CH2:11][C:8]([O:10][CH2:1][CH3:2])=[O:9])=[O:15])=[N:21][CH:20]=2)[CH:30]=1. Reactant: [CH3:1][CH2:2]N(CC)CC.[C:8]([CH2:11][CH2:12][NH:13][C:14]([C:16]1[N:21]=[CH:20][C:19]([C:22]2[CH:30]=[C:29]([Cl:31])[CH:28]=[CH:27][C:23]=2[C:24]([OH:26])=O)=[CH:18][CH:17]=1)=[O:15])([OH:10])=[O:9].[Cl:32][C:33]1[CH:38]=[CH:37][C:36]([C:39]2[CH:44]=[CH:43][C:42]([NH2:45])=[CH:41][CH:40]=2)=[C:35]([CH3:46])[CH:34]=1.CCN=C=NCCCN(C)C. The catalyst class is: 2. (5) Reactant: [Al+3].[Cl-].[Cl-].[Cl-].[C:5]1(=[O:15])[O:10][C:8](=[O:9])[C:7]2=[CH:11][CH:12]=[CH:13][CH:14]=[C:6]12.[Cl:16][C:17]1[CH:23]=[CH:22][C:20]([OH:21])=[CH:19][C:18]=1[OH:24]. Product: [C:8]([C:7]1[CH:11]=[CH:12][CH:13]=[CH:14][C:6]=1[C:5](=[O:15])[C:22]1[CH:23]=[C:17]([Cl:16])[C:18]([OH:24])=[CH:19][C:20]=1[OH:21])([OH:10])=[O:9]. The catalyst class is: 641. (6) Reactant: CN(C(ON1N=NC2C=CC=NC1=2)=[N+](C)C)C.F[P-](F)(F)(F)(F)F.[C:25]([O:29][C:30]([NH:32][C@@H:33]([CH2:37][CH2:38][CH2:39][CH2:40][CH2:41][CH:42]=[CH2:43])[C:34]([OH:36])=O)=[O:31])([CH3:28])([CH3:27])[CH3:26].[Br:44][C:45]1[CH:50]=[CH:49][C:48]([S:51]([O:54][C@@H:55]2[CH2:59][NH:58][C@H:57]([C:60]([NH:62][C@:63]3([C:68]([O:70][CH2:71][CH3:72])=[O:69])[CH2:65][C@H:64]3[CH:66]=[CH2:67])=[O:61])[CH2:56]2)(=[O:53])=[O:52])=[CH:47][CH:46]=1.CCN(C(C)C)C(C)C.Cl. Product: [Br:44][C:45]1[CH:50]=[CH:49][C:48]([S:51]([O:54][C@@H:55]2[CH2:59][N:58]([C:34](=[O:36])[C@@H:33]([NH:32][C:30]([O:29][C:25]([CH3:26])([CH3:27])[CH3:28])=[O:31])[CH2:37][CH2:38][CH2:39][CH2:40][CH2:41][CH:42]=[CH2:43])[C@H:57]([C:60]([NH:62][C@:63]3([C:68]([O:70][CH2:71][CH3:72])=[O:69])[CH2:65][C@H:64]3[CH:66]=[CH2:67])=[O:61])[CH2:56]2)(=[O:52])=[O:53])=[CH:47][CH:46]=1. The catalyst class is: 3.